From a dataset of Full USPTO retrosynthesis dataset with 1.9M reactions from patents (1976-2016). Predict the reactants needed to synthesize the given product. (1) Given the product [Br:18][C:19]1[CH:26]=[CH:25][C:22]([CH:23]([C:2]2[CH:11]=[CH:10][CH:9]=[CH:8][C:3]=2[CH2:4][N:5]([CH3:7])[CH3:6])[OH:24])=[C:21]([N+:27]([O-:29])=[O:28])[CH:20]=1, predict the reactants needed to synthesize it. The reactants are: Br[C:2]1[CH:11]=[CH:10][CH:9]=[CH:8][C:3]=1[CH2:4][N:5]([CH3:7])[CH3:6].[Li]CCCC.[Li].[Br:18][C:19]1[CH:26]=[CH:25][C:22]([CH:23]=[O:24])=[C:21]([N+:27]([O-:29])=[O:28])[CH:20]=1. (2) Given the product [Cl:1][C:2]1[C:11]2[C:6](=[CH:7][CH:8]=[CH:9][CH:10]=2)[C:5]([C:12]2[C:21]3[C:16](=[CH:17][CH:18]=[C:19]([O:22][CH3:23])[CH:20]=3)[CH:15]=[CH:14][C:13]=2[O:24][S:33]([C:32]([F:45])([F:44])[F:31])(=[O:35])=[O:34])=[N:4][N:3]=1, predict the reactants needed to synthesize it. The reactants are: [Cl:1][C:2]1[C:11]2[C:6](=[CH:7][CH:8]=[CH:9][CH:10]=2)[C:5]([C:12]2[C:21]3[C:16](=[CH:17][CH:18]=[C:19]([O:22][CH3:23])[CH:20]=3)[CH:15]=[CH:14][C:13]=2[OH:24])=[N:4][N:3]=1.N1C=CC=CC=1.[F:31][C:32]([F:45])([F:44])[S:33](O[S:33]([C:32]([F:45])([F:44])[F:31])(=[O:35])=[O:34])(=[O:35])=[O:34]. (3) Given the product [CH2:10]([NH:17][C@H:18]1[CH2:23][CH2:22][C@@H:21]([NH:24][C:2]2[CH:7]=[CH:6][CH:5]=[C:4]([Br:8])[N+:3]=2[O-:9])[CH2:20][CH2:19]1)[C:11]1[CH:16]=[CH:15][CH:14]=[CH:13][CH:12]=1, predict the reactants needed to synthesize it. The reactants are: Br[C:2]1[CH:7]=[CH:6][CH:5]=[C:4]([Br:8])[N+:3]=1[O-:9].[CH2:10]([NH:17][C@H:18]1[CH2:23][CH2:22][C@@H:21]([NH2:24])[CH2:20][CH2:19]1)[C:11]1[CH:16]=[CH:15][CH:14]=[CH:13][CH:12]=1.C([O-])(O)=O.[Na+]. (4) The reactants are: C[Al](C)C.[CH:5]([NH2:8])([CH3:7])[CH3:6].CO[C:11](=[O:30])[C:12]1[CH:17]=[CH:16][C:15]([O:18][CH2:19][C:20]2[C:21]([CH2:26][CH2:27][CH2:28][CH3:29])=[N:22][O:23][C:24]=2[CH3:25])=[N:14][CH:13]=1. Given the product [CH:5]([O:23][CH:24]([CH3:25])[CH3:20])([CH3:7])[CH3:6].[CH2:26]([C:21]1[C:20]([CH2:19][O:18][C:15]2[CH:16]=[CH:17][C:12]([C:11]([NH:8][CH:5]([CH3:7])[CH3:6])=[O:30])=[CH:13][N:14]=2)=[C:24]([CH3:25])[O:23][N:22]=1)[CH2:27][CH2:28][CH3:29], predict the reactants needed to synthesize it. (5) Given the product [CH3:16][C:13]1([CH3:15])[C:12]([CH3:17])([CH3:18])[O:11][B:10]([C:2]#[C:3][CH:4]([CH3:5])[CH3:19])[O:14]1, predict the reactants needed to synthesize it. The reactants are: [Li][CH2:2][CH2:3][CH2:4][CH3:5].C(O[B:10]1[O:14][C:13]([CH3:16])([CH3:15])[C:12]([CH3:18])([CH3:17])[O:11]1)(C)C.[C-:19]#[C-].[Li+].[Li+]. (6) The reactants are: Cl[C:2]1[N:27]=[C:26]([CH3:28])[CH:25]=[CH:24][C:3]=1[C:4]([NH:6][C:7]1[CH:12]=[CH:11][C:10]([N:13]([CH:22]=[O:23])[CH2:14][CH2:15][C:16]2[CH:21]=[CH:20][CH:19]=[CH:18][N:17]=2)=[CH:9][CH:8]=1)=[O:5].[CH3:29][CH:30]1[CH2:35][CH2:34][NH:33][CH2:32][CH2:31]1.C(OCC)(=O)C.O. Given the product [CH:22]([N:13]([CH2:14][CH2:15][C:16]1[CH:21]=[CH:20][CH:19]=[CH:18][N:17]=1)[C:10]1[CH:11]=[CH:12][C:7]([NH:6][C:4](=[O:5])[C:3]2[CH:24]=[CH:25][C:26]([CH3:28])=[N:27][C:2]=2[N:33]2[CH2:34][CH2:35][CH:30]([CH3:29])[CH2:31][CH2:32]2)=[CH:8][CH:9]=1)=[O:23], predict the reactants needed to synthesize it.